This data is from CYP2C19 inhibition data for predicting drug metabolism from PubChem BioAssay. The task is: Regression/Classification. Given a drug SMILES string, predict its absorption, distribution, metabolism, or excretion properties. Task type varies by dataset: regression for continuous measurements (e.g., permeability, clearance, half-life) or binary classification for categorical outcomes (e.g., BBB penetration, CYP inhibition). Dataset: cyp2c19_veith. The compound is CC(C)=CCC/C(C)=C/CO/N=C1/C[C@@H](O)[C@@H](O)[C@@H]2[C@@H]3C(=O)N(C[C@@H]4CCCO4)C(=O)[C@H]3CC[C@@H]12. The result is 0 (non-inhibitor).